This data is from Reaction yield outcomes from USPTO patents with 853,638 reactions. The task is: Predict the reaction yield, written as a fraction of the theoretical maximum amount of product (1.0 means a 100% yield; for example, 0.34 means a 34% yield). The reactants are [Cl:1][C:2]1[N:3]=[C:4](Cl)[C:5]2[CH2:10][CH2:9][CH:8]([C:11]3[CH:16]=[CH:15][CH:14]=[CH:13][CH:12]=3)[C:6]=2[N:7]=1.[CH3:18][NH2:19]. The catalyst is C1COCC1. The product is [Cl:1][C:2]1[N:3]=[C:4]([NH:19][CH3:18])[C:5]2[CH2:10][CH2:9][CH:8]([C:11]3[CH:16]=[CH:15][CH:14]=[CH:13][CH:12]=3)[C:6]=2[N:7]=1. The yield is 0.691.